From a dataset of Full USPTO retrosynthesis dataset with 1.9M reactions from patents (1976-2016). Predict the reactants needed to synthesize the given product. (1) Given the product [Cl:1][C:2]1[CH:3]=[C:4]([C:11]2[CH:15]=[CH:14][N:13]([CH2:16][C@@H:17]([NH:19][C:20]([C:22]3[N:23]=[C:24]([C:35]([OH:37])=[O:36])[N:25]([CH2:27][O:28][CH2:29][CH2:30][Si:31]([CH3:32])([CH3:33])[CH3:34])[CH:26]=3)=[O:21])[CH3:18])[N:12]=2)[CH:5]=[C:6]([F:10])[C:7]=1[C:8]#[N:9], predict the reactants needed to synthesize it. The reactants are: [Cl:1][C:2]1[CH:3]=[C:4]([C:11]2[CH:15]=[CH:14][N:13]([CH2:16][C@@H:17]([NH:19][C:20]([C:22]3[N:23]=[C:24]([C:35]([O:37]CC)=[O:36])[N:25]([CH2:27][O:28][CH2:29][CH2:30][Si:31]([CH3:34])([CH3:33])[CH3:32])[CH:26]=3)=[O:21])[CH3:18])[N:12]=2)[CH:5]=[C:6]([F:10])[C:7]=1[C:8]#[N:9].[OH-].[Na+]. (2) Given the product [Cl:1][C:2]1[CH:7]=[C:6]([Cl:8])[CH:5]=[CH:4][C:3]=1[S:9]([C:10]1[CH:11]=[CH:12][C:13](=[O:16])[NH:14][N:15]=1)(=[O:19])=[O:26], predict the reactants needed to synthesize it. The reactants are: [Cl:1][C:2]1[CH:7]=[C:6]([Cl:8])[CH:5]=[CH:4][C:3]=1[S:9][C:10]1[CH:11]=[CH:12][C:13](=[O:16])[NH:14][N:15]=1.C(OO)(=[O:19])C.C(O)(=O)C.[OH2:26]. (3) Given the product [F:23][C:24]1[CH:25]=[C:26]([CH2:27][CH2:13][C:14]2[N:22]=[CH:21][CH:20]=[CH:19][C:15]=2[C:16]([OH:18])=[O:17])[CH:29]=[CH:30][CH:31]=1, predict the reactants needed to synthesize it. The reactants are: C(NC(C)C)(C)C.C([Li])CCC.[CH3:13][C:14]1[N:22]=[CH:21][CH:20]=[CH:19][C:15]=1[C:16]([OH:18])=[O:17].[F:23][C:24]1[CH:25]=[C:26]([CH:29]=[CH:30][CH:31]=1)[CH2:27]Br. (4) Given the product [F:32][C:33]([F:38])([F:37])[C:34]([OH:36])=[O:35].[CH3:26][N:8]1[C:9]2=[N:10][CH:11]=[CH:12][C:13]([N:15]3[CH2:20][CH2:19][CH2:18][C@@H:17]([NH:21][CH3:22])[CH2:16]3)=[C:14]2[N:6]([CH2:5][C:4]2[CH:28]=[CH:29][CH:30]=[CH:31][C:3]=2[C:1]#[N:2])[C:7]1=[O:27], predict the reactants needed to synthesize it. The reactants are: [C:1]([C:3]1[CH:31]=[CH:30][CH:29]=[CH:28][C:4]=1[CH2:5][N:6]1[C:14]2[C:9](=[N:10][CH:11]=[CH:12][C:13]=2[N:15]2[CH2:20][CH2:19][CH2:18][C@@H:17]([N:21](C)[C:22](=O)O)[CH2:16]2)[N:8]([CH3:26])[C:7]1=[O:27])#[N:2].[F:32][C:33]([F:38])([F:37])[C:34]([OH:36])=[O:35]. (5) Given the product [CH2:38]([O:37][C:36]1[N:23]2[C:24]([C:25]3[CH:26]=[C:27]([C:28]4[CH:29]=[CH:30][CH:31]=[CH:32][CH:33]=4)[C:18]([C:15]4[CH:14]=[CH:13][C:12]([C:8]5([NH2:7])[CH2:9][CH2:10][CH2:11]5)=[CH:17][CH:16]=4)=[N:19][C:20]=3[CH:21]=[CH:22]2)=[N:34][N:35]=1)[CH3:39], predict the reactants needed to synthesize it. The reactants are: C(OC(=O)[NH:7][C:8]1([C:12]2[CH:17]=[CH:16][C:15]([C:18]3[C:27]([C:28]4[CH:33]=[CH:32][CH:31]=[CH:30][CH:29]=4)=[CH:26][C:25]4[C:24]5=[N:34][N:35]=[C:36]([O:37][CH2:38][CH3:39])[N:23]5[CH:22]=[CH:21][C:20]=4[N:19]=3)=[CH:14][CH:13]=2)[CH2:11][CH2:10][CH2:9]1)(C)(C)C.Cl.CCOC(C)=O. (6) The reactants are: [Br:1][C:2]1[CH:7]=[CH:6][C:5]([C:8]([C:10]2[CH:15]=[CH:14][CH:13]=[CH:12][CH:11]=2)=[O:9])=[CH:4][CH:3]=1.[BH4-].[Na+].CC(C)=O. Given the product [Br:1][C:2]1[CH:3]=[CH:4][C:5]([CH:8]([C:10]2[CH:11]=[CH:12][CH:13]=[CH:14][CH:15]=2)[OH:9])=[CH:6][CH:7]=1, predict the reactants needed to synthesize it. (7) Given the product [CH2:17]([N:12]1[CH2:13][CH:14]=[C:9]([C:6]2[C:5]([CH2:15][CH3:16])=[N:4][N:3]([CH2:1][CH3:2])[C:7]=2[CH3:8])[CH2:10][CH2:11]1)[C:18]1[CH:23]=[CH:22][CH:21]=[CH:20][CH:19]=1, predict the reactants needed to synthesize it. The reactants are: [CH2:1]([N:3]1[C:7]([CH3:8])=[C:6]([C:9]2[CH:14]=[CH:13][N:12]=[CH:11][CH:10]=2)[C:5]([CH2:15][CH3:16])=[N:4]1)[CH3:2].[CH2:17](Br)[C:18]1[CH:23]=[CH:22][CH:21]=[CH:20][CH:19]=1.[BH4-].[Na+]. (8) Given the product [Br:7][C:8]1[CH:9]=[CH:10][C:11]([CH3:34])=[C:12]([C:14]2[C:15](=[O:16])[NH:17][C:18]3([CH2:19][CH2:20][C:21]([O:28][CH3:29])([C:24]([F:26])([F:25])[F:27])[CH2:22][CH2:23]3)[C:30]=2[OH:32])[CH:13]=1, predict the reactants needed to synthesize it. The reactants are: CC(C)([O-])C.[K+].[Br:7][C:8]1[CH:9]=[CH:10][C:11]([CH3:34])=[C:12]([CH2:14][C:15]([NH:17][C:18]2([C:30]([O:32]C)=O)[CH2:23][CH2:22][C:21]([O:28][CH3:29])([C:24]([F:27])([F:26])[F:25])[CH2:20][CH2:19]2)=[O:16])[CH:13]=1.Cl.